From a dataset of Catalyst prediction with 721,799 reactions and 888 catalyst types from USPTO. Predict which catalyst facilitates the given reaction. (1) Reactant: [CH2:1]([O:8][C:9]([N:11]1[CH:15]([C:16]([OH:18])=O)[CH2:14][S:13][C@@H:12]1[C:19]1[CH:24]=[CH:23][C:22]([F:25])=[CH:21][CH:20]=1)=[O:10])[C:2]1[CH:7]=[CH:6][CH:5]=[CH:4][CH:3]=1.CCN(C(C)C)C(C)C.CN(C(ON1N=NC2C=CC=NC1=2)=[N+](C)C)C.F[P-](F)(F)(F)(F)F.[NH2:59][C:60]1[S:61][CH:62]=[C:63]([C:65]2[CH:76]=[CH:75][C:68]([C:69]([NH:71][CH:72]3[CH2:74][CH2:73]3)=[O:70])=[CH:67][CH:66]=2)[N:64]=1. Product: [CH2:1]([O:8][C:9]([N:11]1[CH:15]([C:16](=[O:18])[NH:59][C:60]2[S:61][CH:62]=[C:63]([C:65]3[CH:66]=[CH:67][C:68]([C:69](=[O:70])[NH:71][CH:72]4[CH2:74][CH2:73]4)=[CH:75][CH:76]=3)[N:64]=2)[CH2:14][S:13][C@@H:12]1[C:19]1[CH:20]=[CH:21][C:22]([F:25])=[CH:23][CH:24]=1)=[O:10])[C:2]1[CH:7]=[CH:6][CH:5]=[CH:4][CH:3]=1. The catalyst class is: 3. (2) Reactant: [CH3:1][O:2][C:3]1[CH:4]=[C:5]2[C:14]([NH2:15])=[N:13][C:12]([N:16]3[CH2:21][CH2:20][N:19]([C:22]([CH:24]4[O:33][C:32]5[CH:31]=[CH:30][CH:29]=[CH:28][C:27]=5[O:26][CH2:25]4)=[O:23])[CH2:18][CH2:17]3)=[N:11][C:6]2=[CH:7][C:8]=1[O:9][CH3:10].[CH3:34][S:35]([OH:38])(=[O:37])=[O:36]. Product: [CH3:1][O:2][C:3]1[CH:4]=[C:5]2[C:14]([NH2:15])=[N:13][C:12]([N:16]3[CH2:17][CH2:18][N:19]([C:22]([CH:24]4[O:33][C:32]5[CH:31]=[CH:30][CH:29]=[CH:28][C:27]=5[O:26][CH2:25]4)=[O:23])[CH2:20][CH2:21]3)=[N:11][C:6]2=[CH:7][C:8]=1[O:9][CH3:10].[CH3:34][S:35]([OH:38])(=[O:37])=[O:36]. The catalyst class is: 21. (3) Reactant: [H-].[Al+3].[Li+].[H-].[H-].[H-].C(O[C:10](=O)[NH:11][CH2:12][C@H:13]([C:17]1[CH:22]=[CH:21][C:20]([F:23])=[CH:19][CH:18]=1)[CH2:14][CH2:15][OH:16])C. Product: [F:23][C:20]1[CH:19]=[CH:18][C:17]([C@@H:13]([CH2:12][NH:11][CH3:10])[CH2:14][CH2:15][OH:16])=[CH:22][CH:21]=1. The catalyst class is: 247.